From a dataset of Forward reaction prediction with 1.9M reactions from USPTO patents (1976-2016). Predict the product of the given reaction. (1) Given the reactants C(=O)([O-])[O-].[K+].[K+].[C:7]([C:15]1[CH:29]=[C:28]([CH2:30][CH3:31])[CH:27]=[CH:26][C:16]=1[O:17][CH:18]([CH3:25])[CH2:19][CH2:20][O:21]C(=O)C)(=[O:14])[C:8]1[CH:13]=[CH:12][CH:11]=[CH:10][CH:9]=1, predict the reaction product. The product is: [CH2:30]([C:28]1[CH:27]=[CH:26][C:16]([O:17][CH:18]([CH3:25])[CH2:19][CH2:20][OH:21])=[C:15]([C:7]([C:8]2[CH:9]=[CH:10][CH:11]=[CH:12][CH:13]=2)=[O:14])[CH:29]=1)[CH3:31]. (2) Given the reactants CC1C=CC(S([O-])(=O)=O)=CC=1.[CH2:12]([O:14][C:15]([C@@:17]12[CH2:32][C@H:31]1[CH:30]=[CH:29][CH2:28][CH2:27][CH2:26][CH2:25][CH2:24][C@H:23]([NH3+:33])[C:22](=[O:34])[N:21]1[CH2:35][C@H:36]([O:38][C:39](=[O:49])[C:40]3[CH:45]=[CH:44][C:43]([N+:46]([O-:48])=[O:47])=[CH:42][CH:41]=3)[CH2:37][C@H:20]1[C:19](=[O:50])[NH:18]2)=[O:16])[CH3:13].[CH3:51][C:52]1[O:56][N:55]=[C:54]([C:57](O)=[O:58])[CH:53]=1.C(N(C(C)C)CC)(C)C.CC1CCCO1, predict the reaction product. The product is: [CH3:51][C:52]1[O:56][N:55]=[C:54]([C:57]([NH:33][C@@H:23]2[C:22](=[O:34])[N:21]3[CH2:35][C@H:36]([O:38][C:39](=[O:49])[C:40]4[CH:41]=[CH:42][C:43]([N+:46]([O-:48])=[O:47])=[CH:44][CH:45]=4)[CH2:37][C@H:20]3[C:19](=[O:50])[NH:18][C@:17]3([C:15]([O:14][CH2:12][CH3:13])=[O:16])[CH2:32][C@H:31]3[CH:30]=[CH:29][CH2:28][CH2:27][CH2:26][CH2:25][CH2:24]2)=[O:58])[CH:53]=1. (3) Given the reactants CC1C=CC(S(O[CH2:12][CH:13]2[O:18][C:17]3[C:19]([C:23]4[CH:28]=[CH:27][CH:26]=[CH:25][C:24]=4[Cl:29])=[CH:20][CH:21]=[CH:22][C:16]=3[N:15]([CH3:30])[CH2:14]2)(=O)=O)=CC=1.[N-:31]=[N+:32]=[N-:33].[Na+], predict the reaction product. The product is: [N:31]([CH2:12][CH:13]1[O:18][C:17]2[C:19]([C:23]3[CH:28]=[CH:27][CH:26]=[CH:25][C:24]=3[Cl:29])=[CH:20][CH:21]=[CH:22][C:16]=2[N:15]([CH3:30])[CH2:14]1)=[N+:32]=[N-:33]. (4) The product is: [N+:1]([C:4]1[CH:5]=[CH:6][C:7]([C:10]2[S:11][CH:12]=[C:13]([C:15]([OH:17])=[O:16])[N:14]=2)=[CH:8][CH:9]=1)([O-:3])=[O:2]. Given the reactants [N+:1]([C:4]1[CH:9]=[CH:8][C:7]([C:10]2[S:11][CH:12]=[C:13]([C:15]([O:17]CC)=[O:16])[N:14]=2)=[CH:6][CH:5]=1)([O-:3])=[O:2], predict the reaction product. (5) Given the reactants [C:1]([CH2:3][CH2:4][CH2:5][CH2:6][CH:7]([CH2:19][OH:20])[CH2:8][C:9]1[CH:18]=[CH:17][C:12]([C:13]([O:15][CH3:16])=[O:14])=[CH:11][CH:10]=1)#[N:2].[Cr](Cl)([O-])(=O)=O.[NH+]1C=CC=CC=1, predict the reaction product. The product is: [C:1]([CH2:3][CH2:4][CH2:5][CH2:6][CH:7]([CH:19]=[O:20])[CH2:8][C:9]1[CH:18]=[CH:17][C:12]([C:13]([O:15][CH3:16])=[O:14])=[CH:11][CH:10]=1)#[N:2].